This data is from Experimentally validated miRNA-target interactions with 360,000+ pairs, plus equal number of negative samples. The task is: Binary Classification. Given a miRNA mature sequence and a target amino acid sequence, predict their likelihood of interaction. (1) The miRNA is cel-lsy-6-3p with sequence UUUUGUAUGAGACGCAUUUCGA. The protein sequence of the target gene is MAPAPPPAASFTPAEVQRRLAAGACWVRRGASLYDLTSFVRHHPGGEQLLLARAGQDISADLDGPPHRHSDNARRWLEQYYVGELRADPQDPTENGAVASAETQKTDPALEPQFKVVDWDKDLVDWQKPLLWQVGHLGEKYDEWVHQPVARPIRLFHSDLIEAFSKTVWYSVPIIWVPLVLYLSWSYYRTLTQDNIRLFASLTREYSMMMPESVFIGLFVLGMLFWTFVEYVIHRFLFHMKPPSNSHYLIMLHFVMHGQHHKAPFDGSRLVFPPVPASLVIAFFYVFLRLILPETVGGII.... Result: 0 (no interaction). (2) The miRNA is hsa-miR-6726-5p with sequence CGGGAGCUGGGGUCUGCAGGU. The protein sequence of the target gene is MESEMLQSPLLGLGEEDEADLTDWNLPLAFMKKRHCEKIEGSKSLAQSWRMKDRMKTVSVALVLCLNVGVDPPDVVKTTPCARLECWIDPLSMGPQKALETIGANLQKQYENWQPRARYKQSLDPTVDEVKKLCTSLRRNAKEERVLFHYNGHGVPRPTVNGEVWVFNKNYTQYIPLSIYDLQTWMGSPSIFVYDCSNAGLIVKSFKQFALQREQELEVAAINPNHPLAQMPLPPSMKNCIQLAACEATELLPMIPDLPADLFTSCLTTPIKIALRWFCMQKCVSLVPGVTLDLIEKIPG.... Result: 0 (no interaction). (3) The protein sequence of the target gene is MAEAASGAGGTSLEGERGKRPPPEGEPAAPASGVLDKLFGKRLLQAGRYLVSHKAWMKTVPTENCDVLMTFPDTTDDHTLLWLLNHIRVGIPELIVQVRHHRHTRAYAFFVTATYESLLRGADELGLRKAVKAEFGGGTRGFSCEEDFIYENVESELRFFTSQERQSIIRFWLQNLRAKQGEALHNVRFLEDQPIIPELAARGIIQQVFPVHEQRILNRLMKSWVQAVCENQPLDDICDYFGVKIAMYFAWLGFYTSAMVYPAVFGSVLYTFTEADQTSRDVSCVVFALFNVIWSTLFLE.... Result: 1 (interaction). The miRNA is hsa-miR-6867-5p with sequence UGUGUGUGUAGAGGAAGAAGGGA. (4) The miRNA is mmu-miR-384-3p with sequence AUUCCUAGAAAUUGUUCACAAU. The protein sequence of the target gene is MQKIVQTDEITNTQAFRKGKRKRTETMDSENANSDMDKGQRDPYSGNAFLPGESSSEDEEPLAELSKEELCAKIKSLKEKLTNTRKENSRLRQSLVMLQVLPQAVTQFEELVGMAEALLKGGGTMSTSASTLWRATNNSSPDSFASTCSNSNSNSSSPVSLKPEEEHQTDEKQFQIEKWQIARCNKSKPQKFINDLMQVLYTNEYMATHSLTGAKSSTSRDKAVKPAMNQNEVQEIIGVTKQLFPNTDDVSIRRMIGQKLNNCTKKPNLSKNLNSQDIK. Result: 0 (no interaction). (5) The miRNA is hsa-miR-5009-5p with sequence UUGGACUUUUUCAGAUUUGGGGAU. The protein sequence of the target gene is MWSLTANEDESTTAHFFLGAGDEGLGTCGIGMRTEESDSELLEDEEDEVPPEPQIIVGICAMTKKSKSKPMTQILERLCRFDYLTVVILGEDVILNEPVENWPSCHCLISFHSKGFPLDKAVAYSKLRNPFLINDLAMQYYIQDRREVYRILQEEGIDLPRYAVLNRDPACPEECSLIEGEDQVEVNGAVFPKPFVEKPVSAEDHNVYIYYPSSAGGGSQRLFRKIGSRSSVYSPESSVRKTGSYIYEEFMPTDGTDVKVYTVGPDYAHAEARKSPALDGKVERDSEGKEVRYPVMLTAM.... Result: 0 (no interaction). (6) The protein sequence of the target gene is MANRGPAYGLSREVQQKIEKQYDADLEQILIQWITTQCRKDVGRPQPGRENFQNWLKDGTVLCELINALYPEGQAPVKKIQASTMAFKQMEQISQFLQAAERYGINTTDIFQTVDLWEGKNMACVQRTLMNLGGLAVARDDGLFSGDPNWFPKKSKENPRNFSDNQLQEGKNVIGLQMGTNRGASQAGMTGYGMPRQIL. Result: 1 (interaction). The miRNA is hsa-miR-216a-3p with sequence UCACAGUGGUCUCUGGGAUUAU.